This data is from Peptide-MHC class II binding affinity with 134,281 pairs from IEDB. The task is: Regression. Given a peptide amino acid sequence and an MHC pseudo amino acid sequence, predict their binding affinity value. This is MHC class II binding data. (1) The peptide sequence is VIPEGWKADTSYESK. The MHC is DRB5_0101 with pseudo-sequence DRB5_0101. The binding affinity (normalized) is 0.123. (2) The binding affinity (normalized) is 0.0257. The MHC is DRB1_1001 with pseudo-sequence DRB1_1001. The peptide sequence is NKICTSKGDSARVTV. (3) The peptide sequence is PSEPWNTGHDWILAD. The MHC is DRB4_0103 with pseudo-sequence DRB4_0103. The binding affinity (normalized) is 0.312.